The task is: Predict the product of the given reaction.. This data is from Forward reaction prediction with 1.9M reactions from USPTO patents (1976-2016). The product is: [CH3:8][N:9]([C:10]1[CH:15]=[CH:14][C:13]([N+:16]([O-:18])=[O:17])=[CH:12][N:11]=1)[C:5](=[O:7])[CH3:6]. Given the reactants C(O[C:5](=[O:7])[CH3:6])(=O)C.[CH3:8][NH:9][C:10]1[CH:15]=[CH:14][C:13]([N+:16]([O-:18])=[O:17])=[CH:12][N:11]=1.N1C=CC=CC=1, predict the reaction product.